Dataset: Reaction yield outcomes from USPTO patents with 853,638 reactions. Task: Predict the reaction yield, written as a fraction of the theoretical maximum amount of product (1.0 means a 100% yield; for example, 0.34 means a 34% yield). (1) The reactants are [CH3:1][N:2]([CH3:21])[C:3]([C:5]1[C:15]([CH2:16]N(C)C)=[C:14]([OH:20])[C:8]2[N:9]=[C:10]([CH3:13])[N:11]([CH3:12])[C:7]=2[CH:6]=1)=[O:4].[CH2:22]([O:29][CH2:30][C:31]1[CH:36]=[CH:35][CH:34]=[CH:33][C:32]=1[C:37](N1CCCC1)=C)[C:23]1[CH:28]=[CH:27][CH:26]=[CH:25][CH:24]=1.C[O:45]CCOC. No catalyst specified. The product is [CH3:21][N:2]([CH3:1])[C:3]([C:5]1[C:15]([CH2:16][CH2:37][C:32]([C:33]2[CH:34]=[CH:35][CH:36]=[CH:31][C:30]=2[O:29][CH2:22][C:23]2[CH:24]=[CH:25][CH:26]=[CH:27][CH:28]=2)=[O:45])=[C:14]([OH:20])[C:8]2[N:9]=[C:10]([CH3:13])[N:11]([CH3:12])[C:7]=2[CH:6]=1)=[O:4]. The yield is 0.340. (2) The reactants are [H-].[Na+].[O:3]([CH2:10][C:11]1[CH:20]=[C:14]2[C:15](=[O:19])[NH:16][CH2:17][CH2:18][N:13]2[N:12]=1)[C:4]1[CH:9]=[CH:8][CH:7]=[CH:6][CH:5]=1.Br[CH2:22][C:23]1[CH:28]=[CH:27][CH:26]=[C:25]([O:29][CH3:30])[N:24]=1.O. The catalyst is CN(C=O)C. The product is [CH3:30][O:29][C:25]1[N:24]=[C:23]([CH2:22][N:16]2[CH2:17][CH2:18][N:13]3[N:12]=[C:11]([CH2:10][O:3][C:4]4[CH:5]=[CH:6][CH:7]=[CH:8][CH:9]=4)[CH:20]=[C:14]3[C:15]2=[O:19])[CH:28]=[CH:27][CH:26]=1. The yield is 0.705.